This data is from Reaction yield outcomes from USPTO patents with 853,638 reactions. The task is: Predict the reaction yield, written as a fraction of the theoretical maximum amount of product (1.0 means a 100% yield; for example, 0.34 means a 34% yield). (1) The reactants are [C:1]([O:5][C:6]([N:8]1[CH2:12][CH2:11][C@H:10]([OH:13])[CH2:9]1)=[O:7])([CH3:4])([CH3:3])[CH3:2].[CH2:14]([N:21]1[CH2:31][CH2:30][C:24]2[N:25]=[CH:26][N:27]=[C:28](Cl)[C:23]=2[CH2:22]1)[C:15]1[CH:20]=[CH:19][CH:18]=[CH:17][CH:16]=1. The catalyst is C1COCC1. The product is [C:1]([O:5][C:6]([N:8]1[CH2:12][CH2:11][C@H:10]([O:13][C:28]2[C:23]3[CH2:22][N:21]([CH2:14][C:15]4[CH:20]=[CH:19][CH:18]=[CH:17][CH:16]=4)[CH2:31][CH2:30][C:24]=3[N:25]=[CH:26][N:27]=2)[CH2:9]1)=[O:7])([CH3:4])([CH3:2])[CH3:3]. The yield is 0.850. (2) The catalyst is CC#N. The yield is 0.548. The reactants are [Br:1][C:2]1[CH:3]=[N:4][C:5](Cl)=[N:6][CH:7]=1.CCN(C(C)C)C(C)C.[NH:18]1[CH2:23][CH2:22][NH:21][CH2:20][C:19]1=[O:24]. The product is [Br:1][C:2]1[CH:3]=[N:4][C:5]([N:21]2[CH2:22][CH2:23][NH:18][C:19](=[O:24])[CH2:20]2)=[N:6][CH:7]=1. (3) The reactants are [Cl:1][C:2]1[CH:7]=[CH:6][CH:5]=[CH:4][C:3]=1[C:8]1[N+:9]([O-])=[CH:10][C:11]2[C:16]([CH:17]=1)=[CH:15][N:14]=[C:13]([NH:18][C:19]([CH:21]1[CH2:23][CH2:22]1)=[O:20])[CH:12]=2.FC(F)(F)C(OC(=O)C(F)(F)F)=[O:28]. The yield is 0.200. The product is [Cl:1][C:2]1[CH:7]=[CH:6][CH:5]=[CH:4][C:3]=1[C:8]1[NH:9][C:10](=[O:28])[C:11]2[CH:12]=[C:13]([NH:18][C:19]([CH:21]3[CH2:23][CH2:22]3)=[O:20])[N:14]=[CH:15][C:16]=2[CH:17]=1. The catalyst is O1CCCC1.C(OCC)(=O)C. (4) The reactants are [Br:1][C:2]1[C:3]([F:20])=[C:4]([F:19])[C:5]([NH:11][C:12]2[CH:17]=[CH:16][CH:15]=[CH:14][C:13]=2[F:18])=[C:6]([CH:10]=1)[C:7]([OH:9])=[O:8].[CH3:21][Si](C=[N+]=[N-])(C)C. The catalyst is C1COCC1.CO. The product is [Br:1][C:2]1[C:3]([F:20])=[C:4]([F:19])[C:5]([NH:11][C:12]2[CH:17]=[CH:16][CH:15]=[CH:14][C:13]=2[F:18])=[C:6]([CH:10]=1)[C:7]([O:9][CH3:21])=[O:8]. The yield is 0.910. (5) The reactants are C([O:4][C:5]1[C:14]2[C:9](=[C:10]([Br:20])[CH:11]=[C:12]([O:16][CH:17]([CH3:19])[CH3:18])[C:13]=2[CH3:15])[CH:8]=[CH:7][N:6]=1)(=O)C.[OH-].[Na+]. The catalyst is CO. The product is [Br:20][C:10]1[CH:11]=[C:12]([O:16][CH:17]([CH3:18])[CH3:19])[C:13]([CH3:15])=[C:14]2[C:9]=1[CH:8]=[CH:7][NH:6][C:5]2=[O:4]. The yield is 0.860. (6) The reactants are [Cl:1][C:2]1[CH:22]=[C:21]([Cl:23])[CH:20]=[CH:19][C:3]=1[CH2:4][N:5]1[C:9]([CH2:10][CH2:11][C:12]([OH:14])=O)=[CH:8][C:7]([O:15][CH:16]([CH3:18])[CH3:17])=[N:6]1.[CH2:24]([S:28]([NH2:31])(=[O:30])=[O:29])[CH2:25][CH2:26][CH3:27].N12CCCN=C1CCCCC2. The catalyst is O1CCCC1. The product is [CH2:24]([S:28]([NH:31][C:12](=[O:14])[CH2:11][CH2:10][C:9]1[N:5]([CH2:4][C:3]2[CH:19]=[CH:20][C:21]([Cl:23])=[CH:22][C:2]=2[Cl:1])[N:6]=[C:7]([O:15][CH:16]([CH3:18])[CH3:17])[CH:8]=1)(=[O:30])=[O:29])[CH2:25][CH2:26][CH3:27]. The yield is 0.660.